Dataset: Reaction yield outcomes from USPTO patents with 853,638 reactions. Task: Predict the reaction yield, written as a fraction of the theoretical maximum amount of product (1.0 means a 100% yield; for example, 0.34 means a 34% yield). (1) The product is [F:20][C:21]1[CH:26]=[C:25]([S:27]([CH3:30])(=[O:29])=[O:28])[CH:24]=[CH:23][C:22]=1[N:31]1[CH2:36][CH2:35][N:34]([C:17]([C:7]2[CH:6]=[C:5]([S:2]([CH3:1])(=[O:3])=[O:4])[CH:10]=[CH:9][C:8]=2[C:11]2[CH:12]=[CH:13][CH:14]=[CH:15][CH:16]=2)=[O:19])[CH2:33][CH2:32]1. The reactants are [CH3:1][S:2]([C:5]1[CH:6]=[C:7]([C:17]([OH:19])=O)[C:8]([C:11]2[CH:16]=[CH:15][CH:14]=[CH:13][CH:12]=2)=[CH:9][CH:10]=1)(=[O:4])=[O:3].[F:20][C:21]1[CH:26]=[C:25]([S:27]([CH3:30])(=[O:29])=[O:28])[CH:24]=[CH:23][C:22]=1[N:31]1[CH2:36][CH2:35][NH:34][CH2:33][CH2:32]1. No catalyst specified. The yield is 0.830. (2) The reactants are [C:1]([N:8]1[CH2:11][C:10](=[O:12])[CH2:9]1)([O:3][C:4]([CH3:7])([CH3:6])[CH3:5])=[O:2].[CH3:13][C:14]([CH3:18])([CH3:17])[C:15]#[CH:16]. The catalyst is C1(C)C=CC=CC=1. The product is [C:14]([C:15]1[CH2:16][N:8]([C:1]([O:3][C:4]([CH3:5])([CH3:6])[CH3:7])=[O:2])[CH2:11][C:10](=[O:12])[CH:9]=1)([CH3:18])([CH3:17])[CH3:13]. The yield is 0.710. (3) The reactants are [C:1]([C:5]1[N:9]([CH2:10][CH:11]2[CH2:16][CH2:15][O:14][CH2:13][CH2:12]2)[C:8]2[CH:17]=[CH:18][C:19]([S:21](Cl)(=[O:23])=[O:22])=[CH:20][C:7]=2[N:6]=1)([CH3:4])([CH3:3])[CH3:2].[NH:25]1[CH2:28][CH2:27][CH2:26]1. The yield is 0.460. The product is [N:25]1([S:21]([C:19]2[CH:18]=[CH:17][C:8]3[N:9]([CH2:10][CH:11]4[CH2:16][CH2:15][O:14][CH2:13][CH2:12]4)[C:5]([C:1]([CH3:4])([CH3:3])[CH3:2])=[N:6][C:7]=3[CH:20]=2)(=[O:23])=[O:22])[CH2:28][CH2:27][CH2:26]1. The catalyst is CN(C1C=CN=CC=1)C.CC#N. (4) The reactants are [C:1]([O:5][C:6](=[O:29])[C@H:7]([CH2:24][CH2:25][CH2:26][CH2:27][CH3:28])[C@@H:8]([O:15]C(=O)C1C=CC=CC=1)[CH2:9][CH2:10][CH2:11][CH2:12][CH2:13][CH3:14])([CH3:4])([CH3:3])[CH3:2].CCCC[Sn](O[Sn](CCCC)(CCCC)CCCC)(CCCC)CCCC. The catalyst is C1(C)C=CC=CC=1. The product is [C:1]([O:5][C:6](=[O:29])[C@H:7]([CH2:24][CH2:25][CH2:26][CH2:27][CH3:28])[C@@H:8]([OH:15])[CH2:9][CH2:10][CH2:11][CH2:12][CH2:13][CH3:14])([CH3:3])([CH3:4])[CH3:2]. The yield is 0.540.